From a dataset of Full USPTO retrosynthesis dataset with 1.9M reactions from patents (1976-2016). Predict the reactants needed to synthesize the given product. Given the product [Cl:1][C:2]1[N:3]=[C:4]([C:11]2[CH:16]=[CH:15][CH:14]=[C:13]([F:17])[CH:12]=2)[N:5]=[C:6]([NH2:19])[C:7]=1[O:8][CH3:9], predict the reactants needed to synthesize it. The reactants are: [Cl:1][C:2]1[C:7]([O:8][CH3:9])=[C:6](Cl)[N:5]=[C:4]([C:11]2[CH:16]=[CH:15][CH:14]=[C:13]([F:17])[CH:12]=2)[N:3]=1.[OH-].[NH4+:19].